Dataset: Forward reaction prediction with 1.9M reactions from USPTO patents (1976-2016). Task: Predict the product of the given reaction. (1) Given the reactants Br[C:2]1[CH:11]=[CH:10][C:5]2[C:6](=[O:9])[O:7][CH2:8][C:4]=2[CH:3]=1.[C:12]([C:14]1([OH:34])[CH2:19][CH2:18][N:17]([C:20](=[O:33])[CH2:21][C:22]2[CH:27]=[CH:26][C:25]([N:28]3[CH:32]=[N:31][N:30]=[N:29]3)=[CH:24][CH:23]=2)[CH2:16][CH2:15]1)#[CH:13].C1(P(C2C=CC=CC=2)C2C=CC=CC=2)C=CC=CC=1.[F-].C([N+](CCCC)(CCCC)CCCC)CCC, predict the reaction product. The product is: [OH:34][C:14]1([C:12]#[C:13][C:2]2[CH:11]=[CH:10][C:5]3[C:6](=[O:9])[O:7][CH2:8][C:4]=3[CH:3]=2)[CH2:15][CH2:16][N:17]([C:20](=[O:33])[CH2:21][C:22]2[CH:23]=[CH:24][C:25]([N:28]3[CH:32]=[N:31][N:30]=[N:29]3)=[CH:26][CH:27]=2)[CH2:18][CH2:19]1. (2) Given the reactants [CH2:1]([O:4][C:5]1[C:6]([N+:21]([O-])=O)=[C:7]([NH:12][C:13]2[CH:18]=[CH:17][C:16]([I:19])=[CH:15][C:14]=2[F:20])[CH:8]=[C:9]([F:11])[CH:10]=1)[CH:2]=[CH2:3].[O-]S(S([O-])=O)=O.[Na+].[Na+], predict the reaction product. The product is: [CH2:1]([O:4][C:5]1[CH:10]=[C:9]([F:11])[CH:8]=[C:7]([NH:12][C:13]2[CH:18]=[CH:17][C:16]([I:19])=[CH:15][C:14]=2[F:20])[C:6]=1[NH2:21])[CH:2]=[CH2:3]. (3) Given the reactants [ClH:1].[CH3:2][N:3]([CH3:24])[CH:4]1[CH2:9][CH2:8][N:7]([C:10](=[O:23])[CH2:11][CH2:12][C:13]2[N:14]([CH2:18][C:19]([O:21][CH3:22])=[O:20])[CH:15]=[CH:16][N:17]=2)[CH2:6][CH2:5]1, predict the reaction product. The product is: [ClH:1].[CH3:24][N:3]([CH3:2])[CH:4]1[CH2:9][CH2:8][N:7]([C:10](=[O:23])[CH2:11][CH2:12][C:13]2[N:14]([CH2:18][C:19]([O:21][CH3:22])=[O:20])[CH:15]=[CH:16][N:17]=2)[CH2:6][CH2:5]1. (4) The product is: [CH3:3][CH:2]([N:4]1[C:12](/[CH:13]=[CH:14]/[CH:15]([OH:27])[CH2:16][CH:17]([OH:26])[CH2:18][C:19]([O-:21])=[O:20])=[C:11]([C:28]2[CH:29]=[CH:30][C:31]([F:34])=[CH:32][CH:33]=2)[C:10]2[CH:9]=[CH:8][CH:7]=[CH:6][C:5]1=2)[CH3:1].[Na+:36]. Given the reactants [CH3:1][CH:2]([N:4]1[C:12]([CH:13]=[CH:14][CH:15]([OH:27])[CH2:16][CH:17]([OH:26])[CH2:18][C:19]([O:21]C(C)(C)C)=[O:20])=[C:11]([C:28]2[CH:33]=[CH:32][C:31]([F:34])=[CH:30][CH:29]=2)[C:10]2[C:5]1=[CH:6][CH:7]=[CH:8][CH:9]=2)[CH3:3].[OH-].[Na+:36].O, predict the reaction product. (5) Given the reactants [C:1]([O:8][CH2:9][CH3:10])(=[O:7])[C:2]([O:4]CC)=O.[CH2:11]([O:18][C:19]1[CH:20]=[CH:21][C:22]([C:25](=[O:27])[CH3:26])=[N:23][CH:24]=1)[C:12]1[CH:17]=[CH:16][CH:15]=[CH:14][CH:13]=1.[O-]CC.[Na+].O, predict the reaction product. The product is: [CH2:11]([O:18][C:19]1[CH:20]=[CH:21][C:22]([C:25](=[O:27])[CH2:26][C:2](=[O:4])[C:1]([O:8][CH2:9][CH3:10])=[O:7])=[N:23][CH:24]=1)[C:12]1[CH:13]=[CH:14][CH:15]=[CH:16][CH:17]=1. (6) The product is: [CH3:1][O:2][C:3]([C:5]1[CH:9]=[C:8]2[N:10]=[C:20]([CH3:22])[CH:19]=[C:11]([C:12]3[CH:17]=[CH:16][CH:15]=[CH:14][CH:13]=3)[N:7]2[N:6]=1)=[O:4].[CH3:1][O:2][C:3]([C:5]1[CH:9]=[C:8]2[N:10]=[C:11]([C:12]3[CH:17]=[CH:16][CH:15]=[CH:14][CH:13]=3)[CH:19]=[C:20]([CH3:22])[N:7]2[N:6]=1)=[O:4]. Given the reactants [CH3:1][O:2][C:3]([C:5]1[CH:9]=[C:8]([NH2:10])[NH:7][N:6]=1)=[O:4].[C:11]([CH2:19][C:20]([CH3:22])=O)(=O)[C:12]1[CH:17]=[CH:16][CH:15]=[CH:14][CH:13]=1, predict the reaction product. (7) The product is: [F:24][C:2]([F:1])([F:23])[CH:3]([NH:4][C:5]1[CH:10]=[CH:9][C:8]([F:11])=[CH:7][CH:6]=1)[CH2:12][C:13]([OH:15])=[O:14]. Given the reactants [F:1][C:2]([F:24])([F:23])[CH:3]([CH:12](C(OCC)=O)[C:13]([O:15]CC)=[O:14])[NH:4][C:5]1[CH:10]=[CH:9][C:8]([F:11])=[CH:7][CH:6]=1.[OH-].[Na+].FF, predict the reaction product. (8) The product is: [C:1]([C:5]1[N:6]=[C:7]([N:22]2[CH2:27][CH2:26][CH2:28][CH2:24][CH2:23]2)[C:8]2[N:13]=[N:12][N:11]([CH2:14][C:15]3[CH:20]=[CH:19][CH:18]=[CH:17][C:16]=3[Cl:21])[C:9]=2[N:10]=1)([CH3:4])([CH3:3])[CH3:2]. Given the reactants [C:1]([C:5]1[N:6]=[C:7]([N:22]2[CH2:27][CH2:26]O[CH2:24][CH2:23]2)[C:8]2[N:13]=[N:12][N:11]([CH2:14][C:15]3[CH:20]=[CH:19][CH:18]=[CH:17][C:16]=3[Cl:21])[C:9]=2[N:10]=1)([CH3:4])([CH3:3])[CH3:2].[C:28](C1N=C(Cl)C2N=NN(CC3C=CC=CC=3Cl)C=2N=1)(C)(C)C.N1CCCCC1, predict the reaction product. (9) Given the reactants [N+:1]([C:4]1[C:5](SC#N)=[N:6][C:7]([NH:10][C:11]2[CH:16]=[C:15]([O:17][C:18]([F:21])([F:20])[F:19])[CH:14]=[CH:13][C:12]=2[NH:22][C:23](=[O:29])[O:24][C:25]([CH3:28])([CH3:27])[CH3:26])=[N:8][CH:9]=1)([O-:3])=[O:2].[NH2:33][CH:34]1[CH2:39][CH2:38][O:37][CH2:36][CH2:35]1.C(N(CC)C(C)C)(C)C, predict the reaction product. The product is: [C:25]([O:24][C:23](=[O:29])[NH:22][C:12]1[CH:13]=[CH:14][C:15]([O:17][C:18]([F:19])([F:20])[F:21])=[CH:16][C:11]=1[NH:10][C:7]1[N:6]=[C:5]([NH:33][CH:34]2[CH2:39][CH2:38][O:37][CH2:36][CH2:35]2)[C:4]([N+:1]([O-:3])=[O:2])=[CH:9][N:8]=1)([CH3:26])([CH3:28])[CH3:27].